From a dataset of Full USPTO retrosynthesis dataset with 1.9M reactions from patents (1976-2016). Predict the reactants needed to synthesize the given product. Given the product [F:1][C:2]1[CH:9]=[CH:8][C:5]([CH2:6][NH:10][C:11]2[CH:23]=[C:22]([C:24]3[CH:25]=[CH:26][CH:27]=[CH:28][CH:29]=3)[CH:21]=[CH:20][C:12]=2[C:13]([O:15][C:16]([CH3:19])([CH3:18])[CH3:17])=[O:14])=[CH:4][CH:3]=1, predict the reactants needed to synthesize it. The reactants are: [F:1][C:2]1[CH:9]=[CH:8][C:5]([CH2:6]Cl)=[CH:4][CH:3]=1.[NH2:10][C:11]1[CH:23]=[C:22]([C:24]2[CH:29]=[CH:28][CH:27]=[CH:26][CH:25]=2)[CH:21]=[CH:20][C:12]=1[C:13]([O:15][C:16]([CH3:19])([CH3:18])[CH3:17])=[O:14].C(=O)([O-])[O-].[K+].[K+].[I-].[Na+].Cl.